Dataset: Catalyst prediction with 721,799 reactions and 888 catalyst types from USPTO. Task: Predict which catalyst facilitates the given reaction. (1) Reactant: [CH:1]([C:3]1[CH:4]=[CH:5][C:6]([N+:28]([O-:30])=[O:29])=[C:7]([NH:9][C:10]2[S:11][C:12]([C:25]([NH2:27])=[O:26])=[C:13]([C:15]3[CH:20]=[CH:19][CH:18]=[CH:17][C:16]=3[C:21]([F:24])([F:23])[F:22])[N:14]=2)[CH:8]=1)=O.C(O[BH-](OC(=O)C)OC(=O)C)(=O)C.[Na+].[CH3:45][N:46]1[CH2:51][CH2:50][NH:49][CH2:48][CH2:47]1. Product: [CH3:45][N:46]1[CH2:51][CH2:50][N:49]([CH2:1][C:3]2[CH:4]=[CH:5][C:6]([N+:28]([O-:30])=[O:29])=[C:7]([NH:9][C:10]3[S:11][C:12]([C:25]([NH2:27])=[O:26])=[C:13]([C:15]4[CH:20]=[CH:19][CH:18]=[CH:17][C:16]=4[C:21]([F:23])([F:22])[F:24])[N:14]=3)[CH:8]=2)[CH2:48][CH2:47]1. The catalyst class is: 4. (2) Reactant: [O:1]1[CH2:5][CH2:4][O:3][CH:2]1[C:6]1[CH:11]=[CH:10][C:9]([OH:12])=[C:8](OC)[CH:7]=1.Cl[C:16]1[N:17]=[CH:18][C:19]([C:22]#[N:23])=[N:20][CH:21]=1.[C:24]([O-])([O-])=O.[K+].[K+]. Product: [O:3]1[CH2:4][CH2:5][O:1][CH:2]1[C:6]1[CH:11]=[CH:10][C:9]([O:12][C:16]2[N:17]=[CH:18][C:19]([C:22]#[N:23])=[N:20][CH:21]=2)=[C:8]([CH3:24])[CH:7]=1. The catalyst class is: 174. (3) Reactant: C([O:3][C:4](=O)[NH:5][CH2:6][CH2:7][C:8]1[CH:13]=[CH:12][CH:11]=[C:10]([O:14][CH3:15])[CH:9]=1)C.O=P12OP3(OP(OP(O3)(O1)=O)(=O)O2)=O. Product: [CH3:15][O:14][C:10]1[CH:9]=[C:8]2[C:13](=[CH:12][CH:11]=1)[C:4](=[O:3])[NH:5][CH2:6][CH2:7]2. The catalyst class is: 265. (4) Reactant: O=P(Cl)(Cl)Cl.[Cl:6][C:7]1[C:8]([CH2:13][NH:14][C:15]([CH:17]2[CH2:22][CH2:21][N:20]3[C:23]([C:26]([F:29])([F:28])[F:27])=[N:24][N:25]=[C:19]3[CH2:18]2)=O)=[N:9][CH:10]=[CH:11][N:12]=1.CN(C=O)C.C([O-])([O-])=O.[Na+].[Na+]. Product: [Cl:6][C:7]1[C:8]2[N:9]([C:15]([CH:17]3[CH2:22][CH2:21][N:20]4[C:23]([C:26]([F:29])([F:28])[F:27])=[N:24][N:25]=[C:19]4[CH2:18]3)=[N:14][CH:13]=2)[CH:10]=[CH:11][N:12]=1. The catalyst class is: 23. (5) Reactant: [CH2:1]([C@@H:8]1[C@@H:12]([CH2:13][CH2:14][CH2:15][CH3:16])[C@H:11]([CH3:17])[O:10][C:9]1=[O:18])[C:2]1[CH:7]=[CH:6][CH:5]=[CH:4][CH:3]=1.[H-].[H-].[H-].[H-].[Li+].[Al+3]. Product: [CH2:1]([C@H:8]([C@@H:12]([CH2:13][CH2:14][CH2:15][CH3:16])[C@@H:11]([OH:10])[CH3:17])[CH2:9][OH:18])[C:2]1[CH:7]=[CH:6][CH:5]=[CH:4][CH:3]=1. The catalyst class is: 1. (6) Reactant: [OH:1][C:2]([CH3:36])([CH3:35])[CH2:3][CH2:4][CH2:5][C@H:6]([C@@H:24]1[C@:32]2([CH3:33])[C@H:27]([C:28](=[O:34])[CH2:29][CH2:30][CH2:31]2)[CH2:26][CH2:25]1)[CH2:7][CH2:8][C@@H:9]1[C:13]([CH3:15])([CH3:14])[O:12]C(C2C=CC(OC)=CC=2)[O:10]1.C(O)(=O)C(O)=O.C(OCC)(=O)C.C(=O)([O-])[O-].[Ca+2]. Product: [OH:10][C@@H:9]([C:13]([OH:12])([CH3:15])[CH3:14])[CH2:8][CH2:7][C@@H:6]([C@@H:24]1[C@:32]2([CH3:33])[C@H:27]([C:28](=[O:34])[CH2:29][CH2:30][CH2:31]2)[CH2:26][CH2:25]1)[CH2:5][CH2:4][CH2:3][C:2]([OH:1])([CH3:36])[CH3:35]. The catalyst class is: 5. (7) Reactant: [OH:1][B:2]1[C:6]2[CH:7]=[CH:8][C:9](/[CH:11]=[N:12]/[OH:13])=[CH:10][C:5]=2[C:4]([CH3:15])([CH3:14])[O:3]1.C1C(=O)N(Cl)C(=O)C1.[Cl:24][C:25]1[C:30]([F:31])=[CH:29][C:28]([C:32]([C:34]([F:37])([F:36])[F:35])=[CH2:33])=[CH:27][C:26]=1[F:38].Cl. Product: [Cl:24][C:25]1[C:26]([F:38])=[CH:27][C:28]([C:32]2([C:34]([F:37])([F:35])[F:36])[O:13][N:12]=[C:11]([C:9]3[CH:8]=[CH:7][C:6]4[B:2]([OH:1])[O:3][C:4]([CH3:15])([CH3:14])[C:5]=4[CH:10]=3)[CH2:33]2)=[CH:29][C:30]=1[F:31]. The catalyst class is: 18.